From a dataset of Catalyst prediction with 721,799 reactions and 888 catalyst types from USPTO. Predict which catalyst facilitates the given reaction. Reactant: Cl[C:2]1[CH:7]=[CH:6][C:5]([C:8]([F:11])([F:10])[F:9])=[CH:4][N:3]=1.[C:12]([O:16][C:17]([N:19]1[CH2:24][CH2:23][CH:22]([NH2:25])[CH2:21][CH2:20]1)=[O:18])([CH3:15])([CH3:14])[CH3:13].[OH-].[Na+]. Product: [C:12]([O:16][C:17]([N:19]1[CH2:24][CH2:23][CH:22]([NH:25][C:2]2[CH:7]=[CH:6][C:5]([C:8]([F:11])([F:10])[F:9])=[CH:4][N:3]=2)[CH2:21][CH2:20]1)=[O:18])([CH3:15])([CH3:13])[CH3:14]. The catalyst class is: 44.